This data is from Reaction yield outcomes from USPTO patents with 853,638 reactions. The task is: Predict the reaction yield, written as a fraction of the theoretical maximum amount of product (1.0 means a 100% yield; for example, 0.34 means a 34% yield). (1) The reactants are [CH3:1][C:2]1[C:6]([CH2:7][N:8]2[CH:12]=[C:11]([N:13]3[C:17](=[O:18])[CH2:16][NH:15][C:14]3=[O:19])[CH:10]=[N:9]2)=[C:5]([CH3:20])[O:4][N:3]=1.Br[CH2:22][C:23]1[CH:28]=[CH:27][CH:26]=[CH:25][C:24]=1[N+:29]([O-:31])=[O:30]. No catalyst specified. The product is [CH3:1][C:2]1[C:6]([CH2:7][N:8]2[CH:12]=[C:11]([N:13]3[C:17](=[O:18])[CH2:16][N:15]([CH2:22][C:23]4[CH:28]=[CH:27][CH:26]=[CH:25][C:24]=4[N+:29]([O-:31])=[O:30])[C:14]3=[O:19])[CH:10]=[N:9]2)=[C:5]([CH3:20])[O:4][N:3]=1. The yield is 0.220. (2) The reactants are I[C:2]1[CH:3]=[C:4]([CH:9]=[CH:10][CH:11]=1)[C:5]([NH:7][CH3:8])=[O:6].[C:12]([C:14]1[CH:15]=[CH:16][C:17]([O:36][CH:37]([CH3:39])[CH3:38])=[C:18]([CH:35]=1)[C:19]([NH:21][C@@H:22]([CH2:33][OH:34])[CH2:23][C:24]1[C:32]2[C:27](=[CH:28][CH:29]=[CH:30][CH:31]=2)[NH:26][CH:25]=1)=[O:20])#[CH:13].[CH3:40]CCC[N+](CCCC)(CCCC)CCCC.[F-]. The catalyst is C1COCC1. The product is [OH:34][CH2:33][C@H:22]([NH:21][C:19](=[O:20])[C:18]1[CH:35]=[C:14]([C:12]#[C:13][C:10]2[CH:11]=[CH:2][CH:3]=[C:4]([C:5](=[O:6])[NH:7][CH2:8][CH3:40])[CH:9]=2)[CH:15]=[CH:16][C:17]=1[O:36][CH:37]([CH3:39])[CH3:38])[CH2:23][C:24]1[C:32]2[C:27](=[CH:28][CH:29]=[CH:30][CH:31]=2)[NH:26][CH:25]=1. The yield is 0.790.